This data is from Full USPTO retrosynthesis dataset with 1.9M reactions from patents (1976-2016). The task is: Predict the reactants needed to synthesize the given product. (1) Given the product [Cl:31][C:6]1[CH:5]=[C:4]([C:49]([N:51]2[CH2:54][CH2:55][C:42]([F:48])([F:41])[CH2:53][CH2:52]2)=[O:57])[CH:3]=[C:2]([Cl:1])[C:7]=1[CH2:8][C@@H:9]1[CH2:13][CH2:12][N:11]([C@H:14]2[CH2:22][CH2:21][C:20]3[C:16](=[CH:17][NH:18][N:19]=3)[CH2:15]2)[C:10]1=[O:30], predict the reactants needed to synthesize it. The reactants are: [Cl:1][C:2]1[CH:3]=[C:4](OS(C(F)(F)F)(=O)=O)[CH:5]=[C:6]([Cl:31])[C:7]=1[CH2:8][C@@H:9]1[CH2:13][CH2:12][N:11]([C@H:14]2[CH2:22][CH2:21][C:20]3[C:16](=[CH:17][N:18](S(C(F)(F)F)(=O)=O)[N:19]=3)[CH2:15]2)[C:10]1=[O:30].Cl.[F:41][C:42]1([F:48])CCNCC1.[CH2:49]([N:51]([CH2:54][CH3:55])[CH2:52][CH3:53])C.[C]=[O:57]. (2) Given the product [CH2:29]([C:31]1[CH:36]=[CH:35][C:34]([C:12]2[N:13]([CH:18]([CH3:19])[CH3:20])[N:14]=[C:15]3[C:11]=2[CH2:10][CH2:9][NH:8][CH2:17][CH2:16]3)=[CH:33][CH:32]=1)[CH3:30], predict the reactants needed to synthesize it. The reactants are: C(OC([N:8]1[CH2:17][CH2:16][C:15]2[C:11](=[C:12](OS(C(F)(F)F)(=O)=O)[N:13]([CH:18]([CH3:20])[CH3:19])[N:14]=2)[CH2:10][CH2:9]1)=O)(C)(C)C.[CH2:29]([C:31]1[CH:36]=[CH:35][C:34](B(O)O)=[CH:33][CH:32]=1)[CH3:30]. (3) Given the product [C:1]([O:5][C:6]([N:8]1[CH2:13][CH2:12][N:11]([CH2:18][C:17]2[CH:20]=[CH:21][C:22]([Br:23])=[C:15]([Br:14])[CH:16]=2)[CH2:10][CH2:9]1)=[O:7])([CH3:4])([CH3:2])[CH3:3], predict the reactants needed to synthesize it. The reactants are: [C:1]([O:5][C:6]([N:8]1[CH2:13][CH2:12][NH:11][CH2:10][CH2:9]1)=[O:7])([CH3:4])([CH3:3])[CH3:2].[Br:14][C:15]1[CH:16]=[C:17]([CH:20]=[CH:21][C:22]=1[Br:23])[CH:18]=O.[BH-](OC(C)=O)(OC(C)=O)OC(C)=O.[Na+].[OH-].[K+]. (4) Given the product [CH:1]12[CH2:10][CH:5]3[CH2:6][CH:7]([CH2:9][CH:3]([CH2:4]3)[CH:2]1[NH:11][C:12]([C:14]1[CH:15]=[N:16][N:17]([C:20]3[CH:25]=[CH:24][CH:23]=[CH:22][CH:21]=3)[C:18]=1[NH:29][CH:26]([CH3:28])[CH3:27])=[O:13])[CH2:8]2, predict the reactants needed to synthesize it. The reactants are: [CH:1]12[CH2:10][CH:5]3[CH2:6][CH:7]([CH2:9][CH:3]([CH2:4]3)[CH:2]1[NH:11][C:12]([C:14]1[CH:15]=[N:16][N:17]([C:20]3[CH:25]=[CH:24][CH:23]=[CH:22][CH:21]=3)[C:18]=1Cl)=[O:13])[CH2:8]2.[CH:26]([NH2:29])([CH3:28])[CH3:27]. (5) Given the product [C:40]([N:59]1[CH:63]=[C:62]([C:2]2[CH:3]=[C:4]3[C:8](=[CH:9][C:10]=2[F:11])[N:7]([C:81](=[O:82])[CH3:78])[N:6]=[C:5]3/[CH:31]=[CH:32]/[C:33]2[CH:38]=[CH:37][C:36]([F:39])=[CH:35][CH:34]=2)[CH:61]=[N:60]1)(=[O:67])[CH3:41], predict the reactants needed to synthesize it. The reactants are: Br[C:2]1[CH:3]=[C:4]2[C:8](=[CH:9][C:10]=1[F:11])[N:7](C(C1C=CC=CC=1)(C1C=CC=CC=1)C1C=CC=CC=1)[N:6]=[C:5]2/[CH:31]=[CH:32]/[C:33]1[CH:38]=[CH:37][C:36]([F:39])=[CH:35][CH:34]=1.[C:40]([N:59]1[CH:63]=[C:62](B(O)O)[CH:61]=[N:60]1)(C1C=CC=CC=1)(C1C=CC=CC=1)[C:41]1C=CC=CC=1.[OH2:67].O.O.O.O.O.O.O.[OH-].[Ba+2].[OH-].[CH2:78]([CH2:81][O:82]C)OC. (6) Given the product [C:4]([O:34][C:32]([N:26]1[CH2:27][CH2:28][N:23]([C:19]2[CH:18]=[C:17]([CH2:16][C:10]3[C:9]([F:29])=[C:8]([C:4]4[CH:5]=[CH:6][CH:7]=[C:2]([Cl:1])[CH:3]=4)[C:13]([O:14][CH3:15])=[CH:12][CH:11]=3)[CH:22]=[CH:21][N:20]=2)[CH2:24][CH2:25]1)=[O:33])([CH3:8])([CH3:5])[CH3:3], predict the reactants needed to synthesize it. The reactants are: [Cl:1][C:2]1[CH:3]=[C:4]([C:8]2[C:13]([O:14][CH3:15])=[CH:12][CH:11]=[C:10]([CH2:16][C:17]3[CH:22]=[CH:21][N:20]=[C:19]([N:23]4[CH2:28][CH2:27][NH:26][CH2:25][CH2:24]4)[CH:18]=3)[C:9]=2[F:29])[CH:5]=[CH:6][CH:7]=1.FC(F)(F)[C:32]([OH:34])=[O:33]. (7) Given the product [CH3:1][O:2][C:3]([C:5]1[C:6]([NH:61][C:52]2[CH:53]=[CH:54][C:55]([Si:57]([CH3:59])([CH3:58])[CH3:60])=[CH:56][C:51]=2[F:50])=[C:7]2[C:11](=[CH:12][CH:13]=1)[N:10]([S:14]([C:17]1[CH:22]=[CH:21][C:20]([CH3:23])=[CH:19][CH:18]=1)(=[O:16])=[O:15])[N:9]=[CH:8]2)=[O:4], predict the reactants needed to synthesize it. The reactants are: [CH3:1][O:2][C:3]([C:5]1[C:6](Cl)=[C:7]2[C:11](=[CH:12][CH:13]=1)[N:10]([S:14]([C:17]1[CH:22]=[CH:21][C:20]([CH3:23])=[CH:19][CH:18]=1)(=[O:16])=[O:15])[N:9]=[CH:8]2)=[O:4].COC(=O)/C(=C(\Cl)/C1C(C)=NN(S(C2C=CC(C)=CC=2)(=O)=O)C=1)/C=C.[F:50][C:51]1[CH:56]=[C:55]([Si:57]([CH3:60])([CH3:59])[CH3:58])[CH:54]=[CH:53][C:52]=1[NH2:61].P([O-])([O-])([O-])=O.[K+].[K+].[K+]. (8) Given the product [O:14]([CH2:21][CH2:22][NH:23][C:11]([C:9]1[NH:10][C:5]2[C:6](=[N:7][C:2]([Cl:1])=[CH:3][CH:4]=2)[CH:8]=1)=[O:13])[C:15]1[CH:20]=[CH:19][CH:18]=[CH:17][CH:16]=1, predict the reactants needed to synthesize it. The reactants are: [Cl:1][C:2]1[N:7]=[C:6]2[CH:8]=[C:9]([C:11]([OH:13])=O)[NH:10][C:5]2=[CH:4][CH:3]=1.[O:14]([CH2:21][CH2:22][NH2:23])[C:15]1[CH:20]=[CH:19][CH:18]=[CH:17][CH:16]=1.